From a dataset of TCR-epitope binding with 47,182 pairs between 192 epitopes and 23,139 TCRs. Binary Classification. Given a T-cell receptor sequence (or CDR3 region) and an epitope sequence, predict whether binding occurs between them. (1) The epitope is ARMILMTHF. The TCR CDR3 sequence is CASSLGHRTEAFF. Result: 0 (the TCR does not bind to the epitope). (2) The epitope is LLALHRSYL. The TCR CDR3 sequence is CASSNTGTGYNEQFF. Result: 0 (the TCR does not bind to the epitope). (3) The epitope is HLVDFQVTI. The TCR CDR3 sequence is CASSQADRDTYEQYF. Result: 0 (the TCR does not bind to the epitope). (4) The epitope is NLVPMVATV. The TCR CDR3 sequence is CASREPSGRADEQFF. Result: 1 (the TCR binds to the epitope). (5) The epitope is VTIAEILLI. The TCR CDR3 sequence is CATSDLGTAAGYTF. Result: 0 (the TCR does not bind to the epitope). (6) Result: 0 (the TCR does not bind to the epitope). The epitope is LPPAYTNSF. The TCR CDR3 sequence is CASSLAGLAGGELFF. (7) The epitope is NLVPMVATV. The TCR CDR3 sequence is CSVTGTTYEQYF. Result: 1 (the TCR binds to the epitope).